Dataset: Forward reaction prediction with 1.9M reactions from USPTO patents (1976-2016). Task: Predict the product of the given reaction. Given the reactants [OH:1][C:2]1[CH:3]=[C:4]2[C:8](=[CH:9][CH:10]=1)[NH:7][CH:6]=[C:5]2[CH2:11][C:12]([OH:14])=[O:13].[C:15](Cl)(=O)C, predict the reaction product. The product is: [CH3:15][O:13][C:12](=[O:14])[CH2:11][C:5]1[C:4]2[C:8](=[CH:9][CH:10]=[C:2]([OH:1])[CH:3]=2)[NH:7][CH:6]=1.